From a dataset of Full USPTO retrosynthesis dataset with 1.9M reactions from patents (1976-2016). Predict the reactants needed to synthesize the given product. (1) Given the product [I:1][C:2]1[CH:9]=[CH:8][CH:7]=[CH:6][C:3]=1[CH2:4][CH2:17][C:16](=[O:18])[CH3:19], predict the reactants needed to synthesize it. The reactants are: [I:1][C:2]1[CH:9]=[CH:8][CH:7]=[CH:6][C:3]=1[CH2:4]Br.C(=O)([O-])[O-].[K+].[K+].[C:16]([CH2:19]C(=O)C)(=[O:18])[CH3:17]. (2) Given the product [F:1][C:2]1[C:3]([C:15]([C:17]2[CH:22]=[CH:21][CH:20]=[CH:19][CH:18]=2)=[O:26])=[N:4][CH:5]=[CH:6][C:7]=1[C:8]1[CH:9]=[N:10][CH:11]=[CH:12][C:13]=1[CH3:14], predict the reactants needed to synthesize it. The reactants are: [F:1][C:2]1[C:3]([C:15]#N)=[N:4][CH:5]=[CH:6][C:7]=1[C:8]1[CH:9]=[N:10][CH:11]=[CH:12][C:13]=1[CH3:14].[C:17]1([Mg]Br)[CH:22]=[CH:21][CH:20]=[CH:19][CH:18]=1.Cl.[OH-:26].[Na+]. (3) The reactants are: C([O:3][C:4](=[O:35])[CH2:5][CH:6]([C:8]1[CH:13]=[CH:12][C:11]([NH:14][C:15](=[O:34])[CH2:16][C:17]2[CH:33]=[CH:32][C:20]3[N:21]=[C:22]([NH:24][C:25]4[CH:30]=[CH:29][CH:28]=[CH:27][C:26]=4[CH3:31])[O:23][C:19]=3[CH:18]=2)=[CH:10][N:9]=1)[CH3:7])C.[OH-].[Na+]. Given the product [C:26]1([CH3:31])[CH:27]=[CH:28][CH:29]=[CH:30][C:25]=1[NH:24][C:22]1[O:23][C:19]2[CH:18]=[C:17]([CH2:16][C:15]([NH:14][C:11]3[CH:12]=[CH:13][C:8]([CH:6]([CH3:7])[CH2:5][C:4]([OH:35])=[O:3])=[N:9][CH:10]=3)=[O:34])[CH:33]=[CH:32][C:20]=2[N:21]=1, predict the reactants needed to synthesize it. (4) Given the product [S:10]1[C:14]2[CH:15]=[CH:16][CH:17]=[CH:18][C:13]=2[N:12]=[C:11]1[C:19]1[C:25]([OH:26])=[N:9][C:7]([CH:4]2[CH2:5][CH2:6][O:1][CH2:2][CH2:3]2)=[N:8][C:20]=1[OH:21], predict the reactants needed to synthesize it. The reactants are: [O:1]1[CH2:6][CH2:5][CH:4]([C:7](=[NH:9])[NH2:8])[CH2:3][CH2:2]1.[S:10]1[C:14]2[CH:15]=[CH:16][CH:17]=[CH:18][C:13]=2[N:12]=[C:11]1[CH:19]([C:25](OCC)=[O:26])[C:20](OCC)=[O:21]. (5) Given the product [C:38]([O:41][C@@H:42]1[C@@H:47]([O:48][C:49](=[O:51])[CH3:50])[C@H:46]([O:52][C:53](=[O:55])[CH3:54])[C@@H:45]([CH2:56][O:57][C:58](=[O:60])[CH3:59])[O:44][C@H:43]1[C:61]1[CH:62]=[C:63]([C:18]2[CH:17]=[CH:16][C:15]([C@@H:14]3[C@@H:11]([CH2:10][CH2:9][C@@H:8]([C:5]4[CH:4]=[CH:3][C:2]([F:1])=[CH:7][CH:6]=4)[OH:37])[C:12](=[O:36])[N:13]3[C:30]3[CH:35]=[CH:34][CH:33]=[CH:32][CH:31]=3)=[CH:20][CH:19]=2)[CH:64]=[CH:65][CH:66]=1)(=[O:40])[CH3:39], predict the reactants needed to synthesize it. The reactants are: [F:1][C:2]1[CH:7]=[CH:6][C:5]([C@@H:8]([OH:37])[CH2:9][CH2:10][C@@H:11]2[C@@H:14]([C:15]3[CH:20]=[CH:19][C:18](B4OC(C)(C)C(C)(C)O4)=[CH:17][CH:16]=3)[N:13]([C:30]3[CH:35]=[CH:34][CH:33]=[CH:32][CH:31]=3)[C:12]2=[O:36])=[CH:4][CH:3]=1.[C:38]([O:41][C@@H:42]1[C@@H:47]([O:48][C:49](=[O:51])[CH3:50])[C@H:46]([O:52][C:53](=[O:55])[CH3:54])[C@@H:45]([CH2:56][O:57][C:58](=[O:60])[CH3:59])[O:44][C@H:43]1[C:61]1[CH:66]=[CH:65][CH:64]=[C:63](Br)[CH:62]=1)(=[O:40])[CH3:39].C(=O)([O-])[O-].[K+].[K+]. (6) Given the product [Cl:47][C:1]([O:2][CH2:3][O:4][C:5](=[O:39])[CH2:6][CH2:7][C:8](=[O:38])[NH:9][C:10]([CH2:29][CH2:30][C:31]([O:33][C:34]([CH3:37])([CH3:36])[CH3:35])=[O:32])([CH2:20][CH2:21][C:22]([O:24][C:25]([CH3:28])([CH3:27])[CH3:26])=[O:23])[CH2:11][CH2:12][C:13]([O:15][C:16]([CH3:19])([CH3:18])[CH3:17])=[O:14])=[O:43], predict the reactants needed to synthesize it. The reactants are: [C:1](=[O:43])(SCC)[O:2][CH2:3][O:4][C:5](=[O:39])[CH2:6][CH2:7][C:8](=[O:38])[NH:9][C:10]([CH2:29][CH2:30][C:31]([O:33][C:34]([CH3:37])([CH3:36])[CH3:35])=[O:32])([CH2:20][CH2:21][C:22]([O:24][C:25]([CH3:28])([CH3:27])[CH3:26])=[O:23])[CH2:11][CH2:12][C:13]([O:15][C:16]([CH3:19])([CH3:18])[CH3:17])=[O:14].S(Cl)([Cl:47])(=O)=O. (7) Given the product [Cl:12][C:10]1[C:9]2[C:4](=[C:5]([CH3:15])[C:6]([O:13][CH3:14])=[CH:7][CH:8]=2)[N:3]=[C:2]([C:27]2[CH:26]=[N:25][N:24]([CH2:23][CH2:22][N:19]3[CH2:20][CH2:21][O:16][CH2:17][CH2:18]3)[CH:28]=2)[CH:11]=1, predict the reactants needed to synthesize it. The reactants are: Cl[C:2]1[CH:11]=[C:10]([Cl:12])[C:9]2[C:4](=[C:5]([CH3:15])[C:6]([O:13][CH3:14])=[CH:7][CH:8]=2)[N:3]=1.[O:16]1[CH2:21][CH2:20][N:19]([CH2:22][CH2:23][N:24]2[CH:28]=[C:27](B(O)O)[CH:26]=[N:25]2)[CH2:18][CH2:17]1.ClC1C2C(=C(C)C(OC)=CC=2)N=C(C2C=NN(CC)C=2)C=1.